Task: Predict the reactants needed to synthesize the given product.. Dataset: Full USPTO retrosynthesis dataset with 1.9M reactions from patents (1976-2016) (1) Given the product [CH3:11][CH:9]1[O:8][C:7]([CH3:13])([CH3:12])[C:6]2[CH:14]=[C:2]([C:39]3[S:43][C:42]([C:44]#[N:45])=[CH:41][CH:40]=3)[CH:3]=[CH:4][C:5]=2[NH:10]1, predict the reactants needed to synthesize it. The reactants are: Br[C:2]1[CH:3]=[CH:4][C:5]2[NH:10][CH:9]([CH3:11])[O:8][C:7]([CH3:13])([CH3:12])[C:6]=2[CH:14]=1.B1(B2OC(C)(C)C(C)(C)O2)OC(C)(C)C(C)(C)O1.C([O-])(=O)C.[K+].Br[C:39]1[S:43][C:42]([C:44]#[N:45])=[CH:41][CH:40]=1.C(=O)([O-])[O-].[Na+].[Na+]. (2) Given the product [C:30]1([CH2:29][NH:36][C:18]2[C:17]3[C:12](=[CH:13][CH:14]=[CH:15][N:16]=3)[N:11]=[CH:10][C:9]=2[N+:6]([O-:8])=[O:7])[CH:35]=[CH:34][CH:33]=[CH:32][CH:31]=1, predict the reactants needed to synthesize it. The reactants are: P(Cl)(Cl)(Cl)=O.[N+:6]([C:9]1[CH:10]=[N:11][C:12]2[C:17]([C:18]=1O)=[N:16][CH:15]=[CH:14][CH:13]=2)([O-:8])=[O:7].C(N(C(C)C)CC)(C)C.[CH2:29]([NH2:36])[C:30]1[CH:35]=[CH:34][CH:33]=[CH:32][CH:31]=1. (3) The reactants are: [Cl:1][C:2]1[C:3]2[C:4]3[C:5](=[C:23]([CH3:26])[O:24][N:25]=3)[C:6](=[O:22])[N:7]([C:12]3[N:17]=[C:16]([CH2:18][C:19]([OH:21])=O)[CH:15]=[CH:14][CH:13]=3)[C:8]=2[CH:9]=[CH:10][CH:11]=1.CC[N:29]=C=NCCCN(C)C.[N+:38]([C:41]1[CH:47]=[CH:46][C:45]([O:48][CH3:49])=[CH:44][C:42]=1N)([O-:40])=[O:39].CC(C)=O.ClCCl. Given the product [Cl:1][C:2]1[C:3]2[C:4]3[C:5](=[C:23]([CH3:26])[O:24][N:25]=3)[C:6](=[O:22])[N:7]([C:12]3[N:17]=[C:16]([CH2:18][C:19]([NH:29][C:46]4[CH:47]=[C:41]([N+:38]([O-:40])=[O:39])[CH:42]=[CH:44][C:45]=4[O:48][CH3:49])=[O:21])[CH:15]=[CH:14][CH:13]=3)[C:8]=2[CH:9]=[CH:10][CH:11]=1, predict the reactants needed to synthesize it.